From a dataset of Forward reaction prediction with 1.9M reactions from USPTO patents (1976-2016). Predict the product of the given reaction. Given the reactants Cl.[NH2:2][C@H:3]1[CH2:7][CH2:6][CH2:5][C@@H:4]1[NH:8][C:9](=[O:22])[C:10]1[CH:15]=[C:14]([CH3:16])[CH:13]=[CH:12][C:11]=1[N:17]1[N:21]=[CH:20][CH:19]=[N:18]1.CN1C(=O)CCC1.CCN(C(C)C)C(C)C.Br[C:40]1[N:45]=[CH:44][C:43]([C:46]([F:49])([F:48])[F:47])=[CH:42][N:41]=1, predict the reaction product. The product is: [CH3:16][C:14]1[CH:13]=[CH:12][C:11]([N:17]2[N:18]=[CH:19][CH:20]=[N:21]2)=[C:10]([CH:15]=1)[C:9]([NH:8][C@H:4]1[CH2:5][CH2:6][CH2:7][C@@H:3]1[NH:2][C:40]1[N:45]=[CH:44][C:43]([C:46]([F:49])([F:48])[F:47])=[CH:42][N:41]=1)=[O:22].